Dataset: NCI-60 drug combinations with 297,098 pairs across 59 cell lines. Task: Regression. Given two drug SMILES strings and cell line genomic features, predict the synergy score measuring deviation from expected non-interaction effect. (1) Drug 1: C#CCC(CC1=CN=C2C(=N1)C(=NC(=N2)N)N)C3=CC=C(C=C3)C(=O)NC(CCC(=O)O)C(=O)O. Drug 2: CCN(CC)CCCC(C)NC1=C2C=C(C=CC2=NC3=C1C=CC(=C3)Cl)OC. Cell line: EKVX. Synergy scores: CSS=23.8, Synergy_ZIP=-7.50, Synergy_Bliss=-3.81, Synergy_Loewe=-11.5, Synergy_HSA=-3.44. (2) Drug 1: CC12CCC3C(C1CCC2=O)CC(=C)C4=CC(=O)C=CC34C. Drug 2: CC12CCC3C(C1CCC2O)C(CC4=C3C=CC(=C4)O)CCCCCCCCCS(=O)CCCC(C(F)(F)F)(F)F. Cell line: ACHN. Synergy scores: CSS=36.1, Synergy_ZIP=-2.19, Synergy_Bliss=-2.54, Synergy_Loewe=-1.44, Synergy_HSA=-2.03. (3) Cell line: HOP-62. Drug 2: CCC1(C2=C(COC1=O)C(=O)N3CC4=CC5=C(C=CC(=C5CN(C)C)O)N=C4C3=C2)O.Cl. Synergy scores: CSS=54.0, Synergy_ZIP=-0.575, Synergy_Bliss=-4.54, Synergy_Loewe=-6.97, Synergy_HSA=-6.19. Drug 1: C1=CC(=CC=C1CCCC(=O)O)N(CCCl)CCCl. (4) Drug 1: CC1C(C(CC(O1)OC2CC(CC3=C2C(=C4C(=C3O)C(=O)C5=C(C4=O)C(=CC=C5)OC)O)(C(=O)C)O)N)O.Cl. Drug 2: COCCOC1=C(C=C2C(=C1)C(=NC=N2)NC3=CC=CC(=C3)C#C)OCCOC.Cl. Cell line: HOP-92. Synergy scores: CSS=18.4, Synergy_ZIP=-7.97, Synergy_Bliss=-0.273, Synergy_Loewe=1.09, Synergy_HSA=1.24. (5) Drug 1: CC1=C2C(C(=O)C3(C(CC4C(C3C(C(C2(C)C)(CC1OC(=O)C(C(C5=CC=CC=C5)NC(=O)OC(C)(C)C)O)O)OC(=O)C6=CC=CC=C6)(CO4)OC(=O)C)OC)C)OC. Drug 2: C1C(C(OC1N2C=C(C(=O)NC2=O)F)CO)O. Cell line: SK-MEL-2. Synergy scores: CSS=58.3, Synergy_ZIP=6.03, Synergy_Bliss=6.70, Synergy_Loewe=-4.36, Synergy_HSA=8.89. (6) Drug 1: C1CC(C1)(C(=O)O)C(=O)O.[NH2-].[NH2-].[Pt+2]. Drug 2: C1C(C(OC1N2C=NC(=NC2=O)N)CO)O. Cell line: T-47D. Synergy scores: CSS=3.13, Synergy_ZIP=-0.543, Synergy_Bliss=2.85, Synergy_Loewe=-1.16, Synergy_HSA=-1.14. (7) Drug 1: C1C(C(OC1N2C=NC3=C(N=C(N=C32)Cl)N)CO)O. Drug 2: CC1=C2C(C(=O)C3(C(CC4C(C3C(C(C2(C)C)(CC1OC(=O)C(C(C5=CC=CC=C5)NC(=O)C6=CC=CC=C6)O)O)OC(=O)C7=CC=CC=C7)(CO4)OC(=O)C)O)C)OC(=O)C. Cell line: HCT116. Synergy scores: CSS=54.0, Synergy_ZIP=-0.322, Synergy_Bliss=2.89, Synergy_Loewe=-13.5, Synergy_HSA=-3.26.